This data is from Peptide-MHC class I binding affinity with 185,985 pairs from IEDB/IMGT. The task is: Regression. Given a peptide amino acid sequence and an MHC pseudo amino acid sequence, predict their binding affinity value. This is MHC class I binding data. (1) The peptide sequence is SKNSKFKNF. The MHC is Mamu-B17 with pseudo-sequence Mamu-B17. The binding affinity (normalized) is 0. (2) The peptide sequence is LYACIQSKQA. The MHC is Patr-A0701 with pseudo-sequence Patr-A0701. The binding affinity (normalized) is 0.0411. (3) The peptide sequence is PLMGGAYIAFPTSCHMFI. The MHC is HLA-A03:01 with pseudo-sequence HLA-A03:01. The binding affinity (normalized) is 0.377. (4) The binding affinity (normalized) is 0.739. The peptide sequence is LSARNKLFKR. The MHC is HLA-A31:01 with pseudo-sequence HLA-A31:01.